This data is from Reaction yield outcomes from USPTO patents with 853,638 reactions. The task is: Predict the reaction yield, written as a fraction of the theoretical maximum amount of product (1.0 means a 100% yield; for example, 0.34 means a 34% yield). (1) The reactants are [NH2:1][C:2]1[N:7]=[CH:6][C:5]([C:8]2[CH:13]=[CH:12][C:11]([C:14]3([C:17]([OH:19])=[O:18])[CH2:16][CH2:15]3)=[CH:10][CH:9]=2)=[CH:4][N:3]=1.Cl[CH:21]([C:24]1([C:27]2[CH:28]=[C:29]3[C:34](=[CH:35][CH:36]=2)[N:33]=[CH:32][CH:31]=[CH:30]3)[CH2:26][CH2:25]1)[CH:22]=O. The catalyst is C(O)C. The product is [N:33]1[C:34]2[C:29](=[CH:28][C:27]([C:24]3([C:21]4[N:7]5[CH:6]=[C:5]([C:8]6[CH:9]=[CH:10][C:11]([C:14]7([C:17]([OH:19])=[O:18])[CH2:16][CH2:15]7)=[CH:12][CH:13]=6)[CH:4]=[N:3][C:2]5=[N:1][CH:22]=4)[CH2:26][CH2:25]3)=[CH:36][CH:35]=2)[CH:30]=[CH:31][CH:32]=1. The yield is 0.310. (2) The reactants are [CH3:1][C:2]1[CH:20]=[C:19]([O:21][Si:22]([CH:29]([CH3:31])[CH3:30])([CH:26]([CH3:28])[CH3:27])[CH:23]([CH3:25])[CH3:24])[CH:18]=[C:17]([CH3:32])[C:3]=1[CH2:4][C:5]1[CH:6]=[CH:7][C:8]([O:13][CH2:14][O:15][CH3:16])=[C:9]([CH:12]=1)C=O.C1C=C(Cl)C=C(C(OO)=[O:41])C=1.C(=O)(O)[O-].[Na+]. The catalyst is ClCCl. The product is [CH3:32][C:17]1[CH:18]=[C:19]([O:21][Si:22]([CH:29]([CH3:31])[CH3:30])([CH:23]([CH3:25])[CH3:24])[CH:26]([CH3:27])[CH3:28])[CH:20]=[C:2]([CH3:1])[C:3]=1[CH2:4][C:5]1[CH:6]=[CH:7][C:8]([O:13][CH2:14][O:15][CH3:16])=[C:9]([OH:41])[CH:12]=1. The yield is 0.420. (3) The reactants are [CH3:1][C:2]([N:6]1[CH2:11][CH2:10][O:9][CH2:8][CH2:7]1)([CH3:5])[CH2:3][NH2:4].C(N(C(C)C)CC)(C)C.[Cl:21][C:22]1[N:27]=[C:26]([N:28]([C:44]([O:46][C:47]([CH3:50])([CH3:49])[CH3:48])=[O:45])[N:29]([C:37]([O:39][C:40]([CH3:43])([CH3:42])[CH3:41])=[O:38])[C:30]([O:32][C:33]([CH3:36])([CH3:35])[CH3:34])=[O:31])[C:25]([F:51])=[C:24](Cl)[N:23]=1.CCOCC. The catalyst is CN(C=O)C. The product is [Cl:21][C:22]1[N:27]=[C:26]([N:28]([C:44]([O:46][C:47]([CH3:50])([CH3:49])[CH3:48])=[O:45])[N:29]([C:30]([O:32][C:33]([CH3:34])([CH3:35])[CH3:36])=[O:31])[C:37]([O:39][C:40]([CH3:41])([CH3:42])[CH3:43])=[O:38])[C:25]([F:51])=[C:24]([NH:4][CH2:3][C:2]([CH3:1])([N:6]2[CH2:7][CH2:8][O:9][CH2:10][CH2:11]2)[CH3:5])[N:23]=1. The yield is 0.940. (4) The reactants are [NH2:1][C:2]1[CH:3]=[C:4]2[C:8](=[CH:9][CH:10]=1)[N:7]([CH2:11][CH2:12][N:13]([CH2:16][CH3:17])[CH2:14][CH3:15])[CH:6]=[CH:5]2.[C:18]1([C:24]2[CH:29]=[CH:28][C:27]([S:30](Cl)(=[O:32])=[O:31])=[CH:26][CH:25]=2)[CH:23]=[CH:22][CH:21]=[CH:20][CH:19]=1. No catalyst specified. The product is [CH2:14]([N:13]([CH2:16][CH3:17])[CH2:12][CH2:11][N:7]1[C:8]2[C:4](=[CH:3][C:2]([NH:1][S:30]([C:27]3[CH:26]=[CH:25][C:24]([C:18]4[CH:23]=[CH:22][CH:21]=[CH:20][CH:19]=4)=[CH:29][CH:28]=3)(=[O:32])=[O:31])=[CH:10][CH:9]=2)[CH:5]=[CH:6]1)[CH3:15]. The yield is 0.680. (5) The reactants are C([NH:4][C:5]1[N:6]=[C:7](C2N=CNN=2)[C:8]2[N:14]=[C:13]([C:15]3[CH:20]=[CH:19][C:18]([F:21])=[CH:17][CH:16]=3)[CH:12]=[CH:11][C:9]=2[N:10]=1)(=O)C.[H-].[Na+].[CH:29]1([CH2:32][OH:33])[CH2:31][CH2:30]1. The catalyst is O1CCOCC1. The product is [NH2:4][C:5]1[N:6]=[C:7]([O:33][CH2:32][CH:29]2[CH2:31][CH2:30]2)[C:8]2[N:14]=[C:13]([C:15]3[CH:16]=[CH:17][C:18]([F:21])=[CH:19][CH:20]=3)[CH:12]=[CH:11][C:9]=2[N:10]=1. The yield is 0.470. (6) The catalyst is CC(N(C)C)=O. The yield is 0.480. The product is [OH:20][C:19]1[C:18]2[C:17](=[CH:27][CH:26]=[CH:25][CH:24]=2)[N:16]([CH3:15])[C:4](=[O:10])[C:5]=1[S:6]([CH3:9])(=[O:7])=[O:8]. The reactants are C(O[C:4](=[O:10])[CH2:5][S:6]([CH3:9])(=[O:8])=[O:7])C.[H-].[Na+].[H][H].[CH3:15][N:16]1C(=O)O[C:19](=[O:20])[C:18]2=[CH:24][CH:25]=[CH:26][CH:27]=[C:17]12.Cl.